This data is from Full USPTO retrosynthesis dataset with 1.9M reactions from patents (1976-2016). The task is: Predict the reactants needed to synthesize the given product. (1) Given the product [Br:1][C:2]1[C:10]([C:30]2[CH:35]=[CH:34][C:25]([NH2:26])=[N:28][CH:29]=2)=[CH:9][C:5]2[O:6][CH2:7][CH2:8][C:4]=2[CH:3]=1, predict the reactants needed to synthesize it. The reactants are: [Br:1][C:2]1[C:10](Br)=[CH:9][C:5]2[O:6][CH2:7][CH2:8][C:4]=2[CH:3]=1.FC1(F)OC2C=C(C)C(C3N=C[C:25]([NH:28][C:29](=O)[C:30]4[CH:35]=[CH:34]C=CC=4F)=[N:26]C=3)=CC=2O1.[O-]P([O-])([O-])=O.[K+].[K+].[K+].CC(=O)OCC. (2) Given the product [CH3:30][O:31][C:32]1[CH:33]=[C:34]([NH:35][C:2]2[C:3]3[NH:20][N:19]=[CH:18][C:4]=3[N:5]=[C:6]([C:8]3[CH:13]=[CH:12][CH:11]=[C:10]([S:14]([CH3:17])(=[O:15])=[O:16])[CH:9]=3)[N:7]=2)[CH:36]=[CH:37][C:38]=1[O:39][CH3:40], predict the reactants needed to synthesize it. The reactants are: Cl[C:2]1[C:3]2[C:4](=[CH:18][N:19](CC3C=CC(OC)=CC=3)[N:20]=2)[N:5]=[C:6]([C:8]2[CH:13]=[CH:12][CH:11]=[C:10]([S:14]([CH3:17])(=[O:16])=[O:15])[CH:9]=2)[N:7]=1.[CH3:30][O:31][C:32]1[CH:33]=[C:34]([CH:36]=[CH:37][C:38]=1[O:39][CH3:40])[NH2:35].Cl. (3) Given the product [C:1]([C:3]1([C:4]([O:6][CH2:7][CH3:8])=[O:5])[CH2:20][CH:15]2[CH2:21][CH:9]1[CH:17]=[CH:16]2)#[N:2], predict the reactants needed to synthesize it. The reactants are: [C:1]([C:3](=[CH2:9])[C:4]([O:6][CH2:7][CH3:8])=[O:5])#[N:2].C1CC=CC=1.[C:15]1([CH3:21])[CH:20]=CC=[CH:17][CH:16]=1. (4) Given the product [Cl:1][C:2]1[CH:3]=[C:4]2[C:8](=[CH:9][CH:10]=1)[NH:7][CH:6]=[C:5]2[CH2:11][CH2:12][NH:13][C:14]([C:15]1[CH:16]=[C:17]([C:29]2[CH:28]=[CH:27][CH:26]=[C:25]([O:24][CH3:23])[CH:30]=2)[CH:18]=[CH:19][CH:20]=1)=[O:22], predict the reactants needed to synthesize it. The reactants are: [Cl:1][C:2]1[CH:3]=[C:4]2[C:8](=[CH:9][CH:10]=1)[NH:7][CH:6]=[C:5]2[CH2:11][CH2:12][NH:13][C:14](=[O:22])[C:15]1[CH:20]=[CH:19][CH:18]=[C:17](I)[CH:16]=1.[CH3:23][O:24][C:25]1[CH:26]=[C:27](B(O)O)[CH:28]=[CH:29][CH:30]=1.C(=O)([O-])[O-].[Na+].[Na+]. (5) Given the product [C:1]1([OH:7])[CH:6]=[CH:5][CH:4]=[CH:3][CH:2]=1.[CH:8]([Cl:11])([Cl:10])[Cl:9], predict the reactants needed to synthesize it. The reactants are: [C:1]1([OH:7])[CH:6]=[CH:5][CH:4]=[CH:3][CH:2]=1.[CH:8]([Cl:11])([Cl:10])[Cl:9].C(O)CC(C)C. (6) Given the product [Cl:31][C:22]1[CH:21]=[C:20]([O:19][C:13]2[C:12]3[C:17](=[CH:18][C:9]([OH:8])=[C:10]([C:32]#[N:33])[CH:11]=3)[N:16]=[CH:15][CH:14]=2)[CH:25]=[CH:24][C:23]=1[NH:26][C:27]([NH:29][CH3:30])=[O:28], predict the reactants needed to synthesize it. The reactants are: C([O:8][C:9]1[CH:18]=[C:17]2[C:12]([C:13]([O:19][C:20]3[CH:25]=[CH:24][C:23]([NH:26][C:27]([NH:29][CH3:30])=[O:28])=[C:22]([Cl:31])[CH:21]=3)=[CH:14][CH:15]=[N:16]2)=[CH:11][C:10]=1[C:32]#[N:33])C1C=CC=CC=1.C1(SC)C=CC=CC=1. (7) Given the product [ClH:19].[F:17][C@:9]1([C:11]2[CH:12]=[CH:13][CH:14]=[CH:15][CH:16]=2)[CH2:10][C@@H:8]1[NH2:7], predict the reactants needed to synthesize it. The reactants are: C(OC(=O)[NH:7][C@H:8]1[CH2:10][C@:9]1([F:17])[C:11]1[CH:16]=[CH:15][CH:14]=[CH:13][CH:12]=1)(C)(C)C.[ClH:19].F[C@@]1(C2C=CC=CC=2)C[C@H]1N. (8) Given the product [Br:1][C:2]1[CH:7]=[CH:6][C:5]([C:8]2[S:12][C:11]3[CH:13]=[C:14]([OH:17])[CH:15]=[CH:16][C:10]=3[CH:9]=2)=[CH:4][CH:3]=1, predict the reactants needed to synthesize it. The reactants are: [Br:1][C:2]1[CH:7]=[CH:6][C:5]([C:8]2[S:12][C:11]3[CH:13]=[C:14]([O:17]C)[CH:15]=[CH:16][C:10]=3[CH:9]=2)=[CH:4][CH:3]=1.B(Br)(Br)Br. (9) The reactants are: [Br:1][C:2]1[CH:3]=[C:4]([CH2:9][NH:10][C:11](=O)OC(C)(C)C)[CH:5]=[CH:6][C:7]=1[F:8].B.C1COCC1. Given the product [Br:1][C:2]1[CH:3]=[C:4]([CH2:9][NH:10][CH3:11])[CH:5]=[CH:6][C:7]=1[F:8], predict the reactants needed to synthesize it.